From a dataset of NCI-60 drug combinations with 297,098 pairs across 59 cell lines. Regression. Given two drug SMILES strings and cell line genomic features, predict the synergy score measuring deviation from expected non-interaction effect. Drug 1: CS(=O)(=O)C1=CC(=C(C=C1)C(=O)NC2=CC(=C(C=C2)Cl)C3=CC=CC=N3)Cl. Drug 2: CN(C)C1=NC(=NC(=N1)N(C)C)N(C)C. Cell line: A498. Synergy scores: CSS=0.502, Synergy_ZIP=0.585, Synergy_Bliss=1.25, Synergy_Loewe=-6.08, Synergy_HSA=-3.70.